From a dataset of Full USPTO retrosynthesis dataset with 1.9M reactions from patents (1976-2016). Predict the reactants needed to synthesize the given product. Given the product [Cl:1][C:2]1[C:3]([O:44][C:34]2[CH:35]=[C:36]([C:37]3[CH:42]=[CH:41][CH:40]=[C:39]([F:43])[CH:38]=3)[C:31]([Cl:30])=[CH:32][C:33]=2[C:45]2[CH:50]=[CH:49][N:48]=[N:47][CH:46]=2)=[CH:4][C:5]([F:28])=[C:6]([S:8]([N:11]([CH2:17][C:18]2[CH:23]=[CH:22][C:21]([O:24][CH3:25])=[CH:20][C:19]=2[O:26][CH3:27])[C:12]2[S:13][CH:14]=[N:15][N:16]=2)(=[O:10])=[O:9])[CH:7]=1, predict the reactants needed to synthesize it. The reactants are: [Cl:1][C:2]1[C:3](F)=[CH:4][C:5]([F:28])=[C:6]([S:8]([N:11]([CH2:17][C:18]2[CH:23]=[CH:22][C:21]([O:24][CH3:25])=[CH:20][C:19]=2[O:26][CH3:27])[C:12]2[S:13][CH:14]=[N:15][N:16]=2)(=[O:10])=[O:9])[CH:7]=1.[Cl:30][C:31]1[C:36]([C:37]2[CH:42]=[CH:41][CH:40]=[C:39]([F:43])[CH:38]=2)=[CH:35][C:34]([OH:44])=[C:33]([C:45]2[CH:50]=[CH:49][N:48]=[N:47][CH:46]=2)[CH:32]=1.C(=O)([O-])[O-].[K+].[K+].